This data is from HIV replication inhibition screening data with 41,000+ compounds from the AIDS Antiviral Screen. The task is: Binary Classification. Given a drug SMILES string, predict its activity (active/inactive) in a high-throughput screening assay against a specified biological target. (1) The compound is Nc1nc(O)c2ncn(C3CCC(CO)OC3)c2n1. The result is 0 (inactive). (2) The result is 0 (inactive). The compound is CC12CCC3(C1)C(CC2=O)CC(OC(=O)c1ccccc1)C1C(C)(C(=O)O)CCCC13C. (3) The drug is CC1(O)C2OC2C2(CCCO2)C2OC21. The result is 0 (inactive).